From a dataset of Full USPTO retrosynthesis dataset with 1.9M reactions from patents (1976-2016). Predict the reactants needed to synthesize the given product. (1) Given the product [NH:51]1[CH:50]=[CH:49][N:48]=[C:47]1[CH2:46][NH:45][C:40]1[N:39]=[C:38]([O:60][CH3:61])[C:37]([NH:36][C:34]([C:32]2[N:33]=[C:29]([O:28][C:27]3[CH:62]=[C:23]([C:19]([CH3:20])([CH3:22])[CH3:21])[CH:24]=[CH:25][C:26]=3[CH3:63])[S:30][CH:31]=2)=[O:35])=[C:42]([O:43][CH3:44])[N:41]=1, predict the reactants needed to synthesize it. The reactants are: [F-].C([N+](CCCC)(CCCC)CCCC)CCC.[C:19]([C:23]1[CH:24]=[CH:25][C:26]([CH3:63])=[C:27]([CH:62]=1)[O:28][C:29]1[S:30][CH:31]=[C:32]([C:34]([NH:36][C:37]2[C:38]([O:60][CH3:61])=[N:39][C:40]([NH:45][CH2:46][C:47]3[N:48](COCC[Si](C)(C)C)[CH:49]=[CH:50][N:51]=3)=[N:41][C:42]=2[O:43][CH3:44])=[O:35])[N:33]=1)([CH3:22])([CH3:21])[CH3:20].C(OCC)(=O)C.O. (2) Given the product [S:3]1[C:7]2[CH:8]=[C:9]([N:12]([CH3:18])[S:13]([CH3:16])(=[O:14])=[O:15])[CH:10]=[CH:11][C:6]=2[N:5]=[CH:4]1, predict the reactants needed to synthesize it. The reactants are: [H-].[Na+].[S:3]1[C:7]2[CH:8]=[C:9]([NH:12][S:13]([CH3:16])(=[O:15])=[O:14])[CH:10]=[CH:11][C:6]=2[N:5]=[CH:4]1.I[CH3:18]. (3) Given the product [S:15]([O:7][CH2:6][CH:1]1[CH2:5][CH2:4][CH2:3][CH2:2]1)([CH3:18])(=[O:17])=[O:16], predict the reactants needed to synthesize it. The reactants are: [CH:1]1([CH2:6][OH:7])[CH2:5][CH2:4][CH2:3][CH2:2]1.C(N(CC)CC)C.[S:15](Cl)([CH3:18])(=[O:17])=[O:16]. (4) Given the product [O:25]1[CH2:26][CH2:27][CH:22]([NH:21][C:2]2[N:7]=[C:6]([C:8]3[CH:20]=[CH:19][C:11]4[N:12]=[C:13]([NH:15][C:16](=[O:18])[CH3:17])[S:14][C:10]=4[CH:9]=3)[CH:5]=[CH:4][N:3]=2)[CH2:23][CH2:24]1, predict the reactants needed to synthesize it. The reactants are: Cl[C:2]1[N:7]=[C:6]([C:8]2[CH:20]=[CH:19][C:11]3[N:12]=[C:13]([NH:15][C:16](=[O:18])[CH3:17])[S:14][C:10]=3[CH:9]=2)[CH:5]=[CH:4][N:3]=1.[NH2:21][CH:22]1[CH2:27][CH2:26][O:25][CH2:24][CH2:23]1.C(N(C(C)C)C(C)C)C. (5) Given the product [N:56]([CH:7]1[C:6]2[CH:10]=[CH:11][CH:12]=[CH:13][C:5]=2[CH2:4][N:3]([C:14]([O:16][C:17]([CH3:20])([CH3:19])[CH3:18])=[O:15])[N:2]([CH3:1])[C:8]1=[O:9])=[N+:57]=[N-:58], predict the reactants needed to synthesize it. The reactants are: [CH3:1][N:2]1[C:8](=[O:9])[CH2:7][C:6]2[CH:10]=[CH:11][CH:12]=[CH:13][C:5]=2[CH2:4][N:3]1[C:14]([O:16][C:17]([CH3:20])([CH3:19])[CH3:18])=[O:15].C[Si]([N-][Si](C)(C)C)(C)C.[K+].C1(C)C=CC=CC=1.C(C1C=C(C(C)C)C=C(C(C)C)C=1S([N:56]=[N+:57]=[N-:58])(=O)=O)(C)C.C(O)(=O)C. (6) Given the product [C:47]([O:46][C:44]([NH:43][CH2:42][CH2:41][C@H:40]([NH:39][CH2:37][C:4]1[CH:3]=[C:2]([Cl:1])[C:17]([O:18][CH2:19][C:20]2[CH:25]=[CH:24][CH:23]=[C:22]([C:26]3[CH:35]=[CH:34][C:29]4[O:30][CH2:31][CH2:32][O:33][C:28]=4[CH:27]=3)[C:21]=2[CH3:36])=[CH:16][C:5]=1[O:6][CH2:7][C:8]1[CH:9]=[N:10][CH:11]=[C:12]([C:13]#[N:14])[CH:15]=1)[C:51]([O:53][CH3:54])=[O:52])=[O:45])([CH3:49])([CH3:50])[CH3:48], predict the reactants needed to synthesize it. The reactants are: [Cl:1][C:2]1[C:17]([O:18][CH2:19][C:20]2[CH:25]=[CH:24][CH:23]=[C:22]([C:26]3[CH:35]=[CH:34][C:29]4[O:30][CH2:31][CH2:32][O:33][C:28]=4[CH:27]=3)[C:21]=2[CH3:36])=[CH:16][C:5]([O:6][CH2:7][C:8]2[CH:9]=[N:10][CH:11]=[C:12]([CH:15]=2)[C:13]#[N:14])=[C:4]([CH:37]=O)[CH:3]=1.[NH2:39][C@H:40]([C:51]([O:53][CH3:54])=[O:52])[CH2:41][CH2:42][NH:43][C:44]([O:46][C:47]([CH3:50])([CH3:49])[CH3:48])=[O:45].Cl.